Regression. Given a peptide amino acid sequence and an MHC pseudo amino acid sequence, predict their binding affinity value. This is MHC class I binding data. From a dataset of Peptide-MHC class I binding affinity with 185,985 pairs from IEDB/IMGT. (1) The peptide sequence is NYKEICVAW. The MHC is HLA-A24:02 with pseudo-sequence HLA-A24:02. The binding affinity (normalized) is 0.557. (2) The peptide sequence is LTAALFLLV. The MHC is HLA-A02:01 with pseudo-sequence HLA-A02:01. The binding affinity (normalized) is 0.771. (3) The peptide sequence is DTVLEEMNL. The MHC is HLA-A24:02 with pseudo-sequence HLA-A24:02. The binding affinity (normalized) is 0. (4) The peptide sequence is WLSLLVPFV. The MHC is HLA-A02:06 with pseudo-sequence HLA-A02:06. The binding affinity (normalized) is 0.749. (5) The peptide sequence is GHYTHITAK. The MHC is HLA-B08:01 with pseudo-sequence HLA-B08:01. The binding affinity (normalized) is 0.0847. (6) The peptide sequence is LLFDSNEPI. The MHC is HLA-A02:11 with pseudo-sequence HLA-A02:11. The binding affinity (normalized) is 1.00. (7) The peptide sequence is FIKDRATAV. The MHC is HLA-B27:03 with pseudo-sequence HLA-B27:03. The binding affinity (normalized) is 0.0847. (8) The MHC is H-2-Dd with pseudo-sequence H-2-Dd. The binding affinity (normalized) is 0. The peptide sequence is GYAKMTSDL. (9) The peptide sequence is MQVFFGYFA. The MHC is HLA-A02:06 with pseudo-sequence HLA-A02:06. The binding affinity (normalized) is 0.996. (10) The peptide sequence is SDAALHNMI. The MHC is HLA-B40:01 with pseudo-sequence HLA-B40:01. The binding affinity (normalized) is 0.0308.